From a dataset of Ames mutagenicity test results for genotoxicity prediction. Regression/Classification. Given a drug SMILES string, predict its toxicity properties. Task type varies by dataset: regression for continuous values (e.g., LD50, hERG inhibition percentage) or binary classification for toxic/non-toxic outcomes (e.g., AMES mutagenicity, cardiotoxicity, hepatotoxicity). Dataset: ames. (1) The drug is CCOc1ccccc1[N+](=O)[O-]. The result is 1 (mutagenic). (2) The drug is C=C1CC23CC1(O)CCC2C12C=CC(O)C(C)(C(=O)O1)C2C3C(=O)O. The result is 0 (non-mutagenic). (3) The molecule is CC(C)CCCC(C)C1CCC2C3C=CC4(OO)CC(O)CCC4(C)C3CCC12C. The result is 1 (mutagenic). (4) The result is 1 (mutagenic). The drug is Cl/C=C(/Cl)SCc1ccccc1. (5) The molecule is O=[N+]([O-])c1cc2ccc3cc4ccccc4c4ccc(c1)c2c34. The result is 1 (mutagenic). (6) The compound is Cc1ccc2cc3ccc4cccc5ccc(c2c1)c3c45. The result is 1 (mutagenic). (7) The drug is CC1CN(N=O)C(=O)NC1=O. The result is 1 (mutagenic). (8) The molecule is CCN(CC)C(=O)/C(Cl)=C(/C)OP(=O)(OC)OC. The result is 1 (mutagenic).